This data is from Full USPTO retrosynthesis dataset with 1.9M reactions from patents (1976-2016). The task is: Predict the reactants needed to synthesize the given product. (1) Given the product [CH2:12]([O:11][C:9]1[CH:8]=[CH:7][C:5]2[N:6]=[C:2]([N:14]3[CH2:19][CH2:18][NH:17][CH2:16][CH2:15]3)[S:3][C:4]=2[CH:10]=1)[CH3:13], predict the reactants needed to synthesize it. The reactants are: Cl[C:2]1[S:3][C:4]2[CH:10]=[C:9]([O:11][CH2:12][CH3:13])[CH:8]=[CH:7][C:5]=2[N:6]=1.[NH:14]1[CH2:19][CH2:18][NH:17][CH2:16][CH2:15]1.C(N(CC)CC)C. (2) Given the product [NH2:2][CH2:1][C:3]1([OH:15])[C:12]2[C:7](=[CH:8][CH:9]=[CH:10][C:11]=2[O:13][CH3:14])[CH2:6][CH2:5][CH2:4]1, predict the reactants needed to synthesize it. The reactants are: [C:1]([C:3]1([O:15][Si](C)(C)C)[C:12]2[C:7](=[CH:8][CH:9]=[CH:10][C:11]=2[O:13][CH3:14])[CH2:6][CH2:5][CH2:4]1)#[N:2].[F-].[Na+].O. (3) Given the product [C:30]([O:29][C:28]([NH:27][CH2:26][CH:25]([O:23][C:4]1[CH:3]=[C:2]([F:1])[CH:7]=[CH:6][C:5]=1[NH:8][C:9]1[C:10]2[C:17]([CH3:18])=[C:16]([C:19]([O:21][CH3:22])=[O:20])[S:15][C:11]=2[N:12]=[CH:13][N:14]=1)[CH2:35][CH3:36])=[O:34])([CH3:33])([CH3:32])[CH3:31], predict the reactants needed to synthesize it. The reactants are: [F:1][C:2]1[CH:7]=[CH:6][C:5]([NH:8][C:9]2[C:10]3[C:17]([CH3:18])=[C:16]([C:19]([O:21][CH3:22])=[O:20])[S:15][C:11]=3[N:12]=[CH:13][N:14]=2)=[C:4]([OH:23])[CH:3]=1.O[CH:25]([CH2:35][CH3:36])[CH2:26][NH:27][C:28](=[O:34])[O:29][C:30]([CH3:33])([CH3:32])[CH3:31]. (4) Given the product [Cl:19][C:20]1[CH:21]=[C:22]([N:26]2[CH2:31][CH2:30][N:29]([CH2:13][C:4]3[N:5]([C:7]4[CH:12]=[CH:11][CH:10]=[CH:9][CH:8]=4)[N:6]=[C:2]([CH3:1])[CH:3]=3)[CH2:28][CH2:27]2)[CH:23]=[CH:24][CH:25]=1, predict the reactants needed to synthesize it. The reactants are: [CH3:1][C:2]1[CH:3]=[C:4]([CH:13]=O)[N:5]([C:7]2[CH:12]=[CH:11][CH:10]=[CH:9][CH:8]=2)[N:6]=1.C(O)(=O)C.[Cl:19][C:20]1[CH:21]=[C:22]([N:26]2[CH2:31][CH2:30][NH:29][CH2:28][CH2:27]2)[CH:23]=[CH:24][CH:25]=1.C([BH3-])#N.[Na+]. (5) Given the product [OH:8][CH:4]1[CH2:5][CH2:6][CH2:7][CH:2]([NH:1][C:12]2[C:17]([C:18]#[N:19])=[CH:16][N:15]=[C:14]([S:20][CH3:21])[N:13]=2)[C:3]1([CH3:10])[CH3:9], predict the reactants needed to synthesize it. The reactants are: [NH2:1][CH:2]1[CH2:7][CH2:6][CH2:5][CH:4]([OH:8])[C:3]1([CH3:10])[CH3:9].Cl[C:12]1[C:17]([C:18]#[N:19])=[CH:16][N:15]=[C:14]([S:20][CH3:21])[N:13]=1.CCN(C(C)C)C(C)C. (6) Given the product [Cl:1][C:2]1[CH:10]=[CH:9][C:5]([C:6]([NH:16][C:15]2[CH:17]=[CH:18][C:12]([F:11])=[CH:13][CH:14]=2)=[O:7])=[CH:4][N:3]=1, predict the reactants needed to synthesize it. The reactants are: [Cl:1][C:2]1[CH:10]=[CH:9][C:5]([C:6](Cl)=[O:7])=[CH:4][N:3]=1.[F:11][C:12]1[CH:18]=[CH:17][C:15]([NH2:16])=[CH:14][CH:13]=1.C(N(CC)C(C)C)(C)C.